Dataset: Peptide-MHC class I binding affinity with 185,985 pairs from IEDB/IMGT. Task: Regression. Given a peptide amino acid sequence and an MHC pseudo amino acid sequence, predict their binding affinity value. This is MHC class I binding data. (1) The peptide sequence is TVFRNQNRV. The MHC is HLA-B53:01 with pseudo-sequence HLA-B53:01. The binding affinity (normalized) is 0.213. (2) The MHC is HLA-B44:03 with pseudo-sequence HLA-B44:03. The binding affinity (normalized) is 0. The peptide sequence is PLTFGWCYKL.